This data is from Forward reaction prediction with 1.9M reactions from USPTO patents (1976-2016). The task is: Predict the product of the given reaction. (1) Given the reactants Br[C:2]1[CH:7]=[CH:6][N:5]2[CH:8]=[C:9]([C:11]3[CH:16]=[CH:15][CH:14]=[CH:13][CH:12]=3)[N:10]=[C:4]2[CH:3]=1.Cl.[F:18][C@@H:19]1[CH2:23][CH2:22][NH:21][CH2:20]1, predict the reaction product. The product is: [F:18][C@@H:19]1[CH2:23][CH2:22][N:21]([C:2]2[CH:7]=[CH:6][N:5]3[CH:8]=[C:9]([C:11]4[CH:16]=[CH:15][CH:14]=[CH:13][CH:12]=4)[N:10]=[C:4]3[CH:3]=2)[CH2:20]1. (2) Given the reactants C([O:3][CH:4](OCC)[C:5]1[O:13][C:12]2[C:11]([N:14]3[CH2:19][CH2:18][N:17]([S:20]([CH:23]([CH3:25])[CH3:24])(=[O:22])=[O:21])[CH2:16][CH2:15]3)=[CH:10][N:9]=[CH:8][C:7]=2[CH:6]=1)C.Cl.C(=O)(O)[O-].[Na+], predict the reaction product. The product is: [CH:23]([S:20]([N:17]1[CH2:16][CH2:15][N:14]([C:11]2[C:12]3[O:13][C:5]([CH:4]=[O:3])=[CH:6][C:7]=3[CH:8]=[N:9][CH:10]=2)[CH2:19][CH2:18]1)(=[O:21])=[O:22])([CH3:25])[CH3:24]. (3) Given the reactants Cl.[O:2]1[C:6]2[CH:7]=[CH:8][C:9]([N:11]([CH3:30])[C:12](=[O:29])[C@@H:13]([NH:21]C(=O)OC(C)(C)C)[CH2:14][C:15]3[CH:20]=[CH:19][CH:18]=[CH:17][CH:16]=3)=[CH:10][C:5]=2[O:4][CH2:3]1.C(N(C(C)C)CC)(C)C.[C:40]1([S:46]([N:49]=[C:50]=[O:51])(=[O:48])=[O:47])[CH:45]=[CH:44][CH:43]=[CH:42][CH:41]=1, predict the reaction product. The product is: [O:2]1[C:6]2[CH:7]=[CH:8][C:9]([N:11]([CH3:30])[C:12](=[O:29])[C@@H:13]([NH:21][C:50]([NH:49][S:46]([C:40]3[CH:41]=[CH:42][CH:43]=[CH:44][CH:45]=3)(=[O:47])=[O:48])=[O:51])[CH2:14][C:15]3[CH:16]=[CH:17][CH:18]=[CH:19][CH:20]=3)=[CH:10][C:5]=2[O:4][CH2:3]1.